Dataset: Forward reaction prediction with 1.9M reactions from USPTO patents (1976-2016). Task: Predict the product of the given reaction. (1) Given the reactants Br[C:2]1[C:3]([OH:13])=[C:4]([CH:9]=[C:10]([F:12])[CH:11]=1)[C:5]([O:7][CH3:8])=[O:6].CN(C)C=O.C(=O)=O.[CH:22]#[C:23][CH3:24], predict the reaction product. The product is: [F:12][C:10]1[CH:9]=[C:4]([C:5]([O:7][CH3:8])=[O:6])[C:3]2[O:13][C:23]([CH3:24])=[CH:22][C:2]=2[CH:11]=1. (2) Given the reactants [CH3:1][C:2]1[NH:8][C:7]([NH2:9])=[N:6][C:4](=[O:5])[CH:3]=1.[C:10](N1C=CN=C1)([N:12]1[CH:16]=[CH:15][N:14]=[CH:13]1)=[O:11].CC(C)=O, predict the reaction product. The product is: [CH3:1][C:2]1[NH:8][C:7]([NH:9][C:10]([N:12]2[CH:16]=[CH:15][N:14]=[CH:13]2)=[O:11])=[N:6][C:4](=[O:5])[CH:3]=1. (3) Given the reactants [CH3:1][O:2][C:3]1[C:11]([N+:12]([O-:14])=[O:13])=[CH:10][CH:9]=[CH:8][C:4]=1[C:5]([OH:7])=O.[C:15]([NH:18][NH2:19])(=[O:17])[CH3:16].C(N(C(C)C)CC)(C)C.F[P-](F)(F)(F)(F)F.N1(O[P+](N(C)C)(N(C)C)N(C)C)C2C=CC=CC=2N=N1, predict the reaction product. The product is: [C:15]([NH:18][NH:19][C:5](=[O:7])[C:4]1[CH:8]=[CH:9][CH:10]=[C:11]([N+:12]([O-:14])=[O:13])[C:3]=1[O:2][CH3:1])(=[O:17])[CH3:16].